This data is from Catalyst prediction with 721,799 reactions and 888 catalyst types from USPTO. The task is: Predict which catalyst facilitates the given reaction. (1) Reactant: Cl[C:2](Cl)=[CH:3][C:4]1[CH:9]=[CH:8][CH:7]=[CH:6][C:5]=1[NH2:10].[C:12]1(B(O)O)[CH:17]=[CH:16][CH:15]=[CH:14][CH:13]=1.[O-]P([O-])([O-])=O.[K+].[K+].[K+].O.COC1C=CC=C(OC)C=1C1C=CC=CC=1P(C1CCCCC1)C1CCCCC1. Product: [C:12]1([C:2]2[NH:10][C:5]3[C:4]([CH:3]=2)=[CH:9][CH:8]=[CH:7][CH:6]=3)[CH:17]=[CH:16][CH:15]=[CH:14][CH:13]=1. The catalyst class is: 222. (2) Reactant: [Cl:1][C:2]1[CH:10]=[CH:9][C:5]([C:6](Cl)=[O:7])=[CH:4][N:3]=1.[CH3:11][NH:12][O:13][CH3:14].C(N(CC)CC)C. Product: [Cl:1][C:2]1[CH:10]=[CH:9][C:5]([C:6]([N:12]([O:13][CH3:14])[CH3:11])=[O:7])=[CH:4][N:3]=1. The catalyst class is: 4. (3) Reactant: [C:1]([O:5][C:6](=[O:14])[NH:7][CH:8]1[CH2:12][CH2:11][C:10](=[O:13])[CH2:9]1)([CH3:4])([CH3:3])[CH3:2].[CH3:15][Mg]Br. Product: [OH:13][C:10]1([CH3:15])[CH2:11][CH2:12][CH:8]([NH:7][C:6](=[O:14])[O:5][C:1]([CH3:4])([CH3:2])[CH3:3])[CH2:9]1. The catalyst class is: 1. (4) Product: [C:1]1([C:7]2[CH:12]=[CH:11][CH:10]=[C:9]([C:13]3[O:28][C:18]([C:19]4[CH:27]=[CH:26][CH:25]=[C:21]([C:22]5[O:23][C:13]([C:9]6[N:8]=[C:7]([C:1]7[CH:2]=[CH:3][CH:4]=[CH:5][CH:6]=7)[CH:12]=[CH:11][CH:10]=6)=[N:14][N:15]=5)[CH:20]=4)=[N:15][N:14]=3)[N:8]=2)[CH:2]=[CH:3][CH:4]=[CH:5][CH:6]=1. The catalyst class is: 17. Reactant: [C:1]1([C:7]2[CH:12]=[CH:11][CH:10]=[C:9]([C:13]3[N:14]=[N:15]NN=3)[N:8]=2)[CH:6]=[CH:5][CH:4]=[CH:3][CH:2]=1.[C:18](Cl)(=[O:28])[C:19]1[CH:27]=[CH:26][CH:25]=[C:21]([C:22](Cl)=[O:23])[CH:20]=1.O.[OH-].[Na+].